The task is: Predict the reactants needed to synthesize the given product.. This data is from Full USPTO retrosynthesis dataset with 1.9M reactions from patents (1976-2016). (1) Given the product [CH3:12][O:10][C:9](=[O:11])[CH2:8][C:5]1[CH:4]=[CH:3][C:2]([SH:1])=[CH:7][CH:6]=1, predict the reactants needed to synthesize it. The reactants are: [SH:1][C:2]1[CH:7]=[CH:6][C:5]([CH2:8][C:9]([OH:11])=[O:10])=[CH:4][CH:3]=1.[CH3:12]O. (2) Given the product [CH3:1][O:2][C:3]([C:5]1[N:36]=[C:33]2[C:32]([C:37]([F:39])([F:40])[F:38])=[CH:31][C:30]([C:24]3[CH:25]=[CH:26][CH:27]=[CH:28][CH:29]=3)=[N:35][N:34]2[CH:18]=1)=[O:4], predict the reactants needed to synthesize it. The reactants are: [CH3:1][O:2][C:3]([C:5]1N=C2C(C(F)(F)F)=CC(Br)=CN2[C:18]=1CC(OC)=O)=[O:4].[C:24]1([C:30]2[N:35]=[N:34][C:33]([NH2:36])=[C:32]([C:37]([F:40])([F:39])[F:38])[CH:31]=2)[CH:29]=[CH:28][CH:27]=[CH:26][CH:25]=1.BrCC(=O)C(OC)=O.